From a dataset of Retrosynthesis with 50K atom-mapped reactions and 10 reaction types from USPTO. Predict the reactants needed to synthesize the given product. (1) Given the product CCOC(=O)Cn1ccc(-c2nc(N3CCC(Oc4cc(F)ccc4Br)CC3)no2)n1, predict the reactants needed to synthesize it. The reactants are: CCOC(=O)CBr.Fc1ccc(Br)c(OC2CCN(c3noc(-c4cc[nH]n4)n3)CC2)c1. (2) Given the product COC(=O)N1CC[C@@H](NC(=O)c2cc(Cl)c(C)[nH]2)[C@@H](C)C1, predict the reactants needed to synthesize it. The reactants are: COC(=O)N1CC[C@@H](N)[C@@H](C)C1.Cc1[nH]c(C(=O)O)cc1Cl.